This data is from Catalyst prediction with 721,799 reactions and 888 catalyst types from USPTO. The task is: Predict which catalyst facilitates the given reaction. (1) Reactant: [Br:1][C:2]1[CH:3]=[CH:4][C:5]2[N:6]([C:8]([C:11]([F:31])([F:30])[C:12]3[N:17]=[N:16][C:15]([NH:18]CC4C=CC(OC)=CC=4OC)=[CH:14][CH:13]=3)=[N:9][N:10]=2)[CH:7]=1.C1(OC)C=CC=CC=1. Product: [Br:1][C:2]1[CH:3]=[CH:4][C:5]2[N:6]([C:8]([C:11]([F:31])([F:30])[C:12]3[N:17]=[N:16][C:15]([NH2:18])=[CH:14][CH:13]=3)=[N:9][N:10]=2)[CH:7]=1. The catalyst class is: 67. (2) Reactant: [CH3:1][O:2][CH2:3][CH2:4][NH:5][C:6]1[C:7](=[O:20])[C:8]2[CH:12]=[C:11]([C:13]([O:15][CH3:16])=[O:14])[S:10][C:9]=2[C:17](=[O:19])[CH:18]=1.CO.[C:23](OC(=O)C)(=[O:25])[CH3:24]. Product: [C:23]([N:5]([C:6]1[C:7](=[O:20])[C:8]2[CH:12]=[C:11]([C:13]([O:15][CH3:16])=[O:14])[S:10][C:9]=2[C:17](=[O:19])[CH:18]=1)[CH2:4][CH2:3][O:2][CH3:1])(=[O:25])[CH3:24]. The catalyst class is: 65. (3) The catalyst class is: 2. Reactant: [Cl:1][C:2]1[CH:7]=[CH:6][C:5]([C:8]2[N:9]=[C:10]([NH:13][C:14]([CH3:18])([CH3:17])[CH2:15][OH:16])[S:11][CH:12]=2)=[CH:4][C:3]=1[F:19].Cl[C:21](Cl)([O:23]C(=O)OC(Cl)(Cl)Cl)Cl.C(N(C(C)C)CC)(C)C. Product: [Cl:1][C:2]1[CH:7]=[CH:6][C:5]([C:8]2[N:9]=[C:10]([N:13]3[C:14]([CH3:17])([CH3:18])[CH2:15][O:16][C:21]3=[O:23])[S:11][CH:12]=2)=[CH:4][C:3]=1[F:19]. (4) Reactant: C(O[C:4]1[CH:9]=[CH:8][N:7]=[CH:6][C:5]=1[N+:10]([O-:12])=[O:11])C.C(OCC)(=O)C.[CH3:19][NH2:20]. Product: [CH3:19][NH:20][C:4]1[CH:9]=[CH:8][N:7]=[CH:6][C:5]=1[N+:10]([O-:12])=[O:11]. The catalyst class is: 5. (5) Reactant: Br[C:2]1[O:6][C:5]([CH3:7])=[C:4]([CH:8]=[O:9])[CH:3]=1.[CH3:10][O:11][C:12]([C:14]1[CH:15]=[C:16](B(O)O)[CH:17]=[CH:18][CH:19]=1)=[O:13].C(=O)([O-])[O-].[Na+].[Na+].COCCOC. Product: [CH:8]([C:4]1[CH:3]=[C:2]([C:18]2[CH:19]=[C:14]([CH:15]=[CH:16][CH:17]=2)[C:12]([O:11][CH3:10])=[O:13])[O:6][C:5]=1[CH3:7])=[O:9]. The catalyst class is: 103. (6) Reactant: [NH2:1][C:2]1[CH:10]=[C:9]2[C:5]([C:6]([CH3:13])([CH3:12])[C:7](=[O:11])[NH:8]2)=[CH:4][CH:3]=1.Cl[C:15]1[C:16]2[CH2:24][N:23]([C:25]3[C:30]([Cl:31])=[CH:29][CH:28]=[CH:27][N:26]=3)[CH2:22][CH2:21][C:17]=2[N:18]=[CH:19][N:20]=1.C([O-])([O-])=O.[Na+].[Na+]. Product: [Cl:31][C:30]1[C:25]([N:23]2[CH2:22][CH2:21][C:17]3[N:18]=[CH:19][N:20]=[C:15]([NH:1][C:2]4[CH:10]=[C:9]5[C:5]([C:6]([CH3:13])([CH3:12])[C:7](=[O:11])[NH:8]5)=[CH:4][CH:3]=4)[C:16]=3[CH2:24]2)=[N:26][CH:27]=[CH:28][CH:29]=1. The catalyst class is: 23. (7) Reactant: B(O)(O)[C:2]1[CH:7]=[CH:6][C:5]2[O:8][CH2:9][O:10][C:4]=2[CH:3]=1.Br[C:14]1[CH:15]=[N:16][CH:17]=[CH:18][CH:19]=1.C([O-])([O-])=O.[Na+].[Na+].CCO. Product: [O:8]1[C:5]2[CH:6]=[CH:7][C:2]([C:14]3[CH:15]=[N:16][CH:17]=[CH:18][CH:19]=3)=[CH:3][C:4]=2[O:10][CH2:9]1. The catalyst class is: 206. (8) Reactant: [OH:1][NH:2][C:3]([C@H:5]1[CH2:12][C:9]2([CH2:11][CH2:10]2)[CH2:8][NH:7][C@@H:6]1[C:13]([N:15]1[CH2:20][CH:19]=[C:18]([C:21]2[CH:26]=[CH:25][CH:24]=[C:23]([CH:27]([CH3:29])[CH3:28])[CH:22]=2)[CH2:17][CH2:16]1)=[O:14])=[O:4].[O-]S([O-])(=O)=O.[Ba+2]. Product: [OH:1][NH:2][C:3]([C@H:5]1[CH2:12][C:9]2([CH2:10][CH2:11]2)[CH2:8][NH:7][C@@H:6]1[C:13]([N:15]1[CH2:20][CH2:19][CH:18]([C:21]2[CH:26]=[CH:25][CH:24]=[C:23]([CH:27]([CH3:29])[CH3:28])[CH:22]=2)[CH2:17][CH2:16]1)=[O:14])=[O:4]. The catalyst class is: 5. (9) Reactant: [C:1]1([CH3:11])[CH:6]=[CH:5][CH:4]=[C:3]([CH2:7][C:8](O)=[O:9])[CH:2]=1.N#[N+][O-].Cl.[CH3:16][N:17](C)[OH:18].[CH2:20](Cl)CCl.C1C=NC2N(O)N=NC=2C=1.CCN(C(C)C)C(C)C. Product: [CH3:20][O:18][N:17]([CH3:16])[C:8](=[O:9])[CH2:7][C:3]1[CH:4]=[CH:5][CH:6]=[C:1]([CH3:11])[CH:2]=1. The catalyst class is: 31. (10) Reactant: [NH2:1][CH2:2][C:3]1[CH:4]=[C:5]([C:10]2[CH:15]=[CH:14][CH:13]=[C:12]([CH2:16][N:17]3[CH2:22][CH2:21][N:20](C(OC(C)(C)C)=O)[C@@H:19]([CH3:30])[CH2:18]3)[CH:11]=2)[CH:6]=[CH:7][C:8]=1[F:9].[C:31]([C:34]1[CH:35]=[C:36]([CH:40]=[CH:41][CH:42]=1)[C:37](O)=[O:38])(=[O:33])[CH3:32].CN(C(ON1N=NC2C=CC=NC1=2)=[N+](C)C)C.F[P-](F)(F)(F)(F)F.C(N(C(C)C)CC)(C)C. Product: [C:31]([C:34]1[CH:35]=[C:36]([CH:40]=[CH:41][CH:42]=1)[C:37]([NH:1][CH2:2][C:3]1[CH:4]=[C:5]([C:10]2[CH:15]=[CH:14][CH:13]=[C:12]([CH2:16][N:17]3[CH2:22][CH2:21][NH:20][C@@H:19]([CH3:30])[CH2:18]3)[CH:11]=2)[CH:6]=[CH:7][C:8]=1[F:9])=[O:38])(=[O:33])[CH3:32]. The catalyst class is: 3.